From a dataset of Reaction yield outcomes from USPTO patents with 853,638 reactions. Predict the reaction yield, written as a fraction of the theoretical maximum amount of product (1.0 means a 100% yield; for example, 0.34 means a 34% yield). (1) The reactants are Br[C:2]1[S:11][C:5]2[N:6]=[CH:7][N:8]=[C:9]([Cl:10])[C:4]=2[CH:3]=1.[F:12][C:13]1[CH:18]=[CH:17][C:16](B(O)O)=[CH:15][CH:14]=1.C([O-])([O-])=O.[K+].[K+].Cl. The catalyst is O1CCOCC1.O.C1C=CC([P]([Pd]([P](C2C=CC=CC=2)(C2C=CC=CC=2)C2C=CC=CC=2)([P](C2C=CC=CC=2)(C2C=CC=CC=2)C2C=CC=CC=2)[P](C2C=CC=CC=2)(C2C=CC=CC=2)C2C=CC=CC=2)(C2C=CC=CC=2)C2C=CC=CC=2)=CC=1. The product is [Cl:10][C:9]1[C:4]2[CH:3]=[C:2]([C:16]3[CH:17]=[CH:18][C:13]([F:12])=[CH:14][CH:15]=3)[S:11][C:5]=2[N:6]=[CH:7][N:8]=1. The yield is 0.470. (2) The reactants are [F:1][C:2]1[CH:3]=[N:4][C:5]2[CH:6]=[CH:7][C:8](=[O:30])[N:9]3[CH2:13][C:12]([CH2:15][N:16]4[CH2:21][CH2:20][CH:19]([NH:22][C:23](=[O:29])[O:24][C:25]([CH3:28])([CH3:27])[CH3:26])[CH2:18][CH2:17]4)(O)[C:11]=1[C:10]=23.C(N(S(F)(F)[F:37])CC)C.C(=O)(O)[O-].[Na+]. The yield is 0.330. The catalyst is ClCCl. The product is [F:1][C:2]1[CH:3]=[N:4][C:5]2[CH:6]=[CH:7][C:8](=[O:30])[N:9]3[CH2:13][C:12]([CH2:15][N:16]4[CH2:21][CH2:20][CH:19]([NH:22][C:23](=[O:29])[O:24][C:25]([CH3:28])([CH3:27])[CH3:26])[CH2:18][CH2:17]4)([F:37])[C:11]=1[C:10]=23. (3) The reactants are C([O:4][CH2:5][CH2:6][CH2:7][CH2:8][CH2:9][CH2:10][CH2:11][CH2:12][O:13][C:14]1[CH:19]=[CH:18][NH:17][C:16](=[S:20])[C:15]=1[CH3:21])(=O)C.Cl[CH2:23][C:24]1[NH:25][C:26]2[CH:32]=[CH:31][CH:30]=[CH:29][C:27]=2[N:28]=1.[OH-].[Na+]. The catalyst is C(O)C. The product is [OH:4][CH2:5][CH2:6][CH2:7][CH2:8][CH2:9][CH2:10][CH2:11][CH2:12][O:13][C:14]1[CH:19]=[CH:18][N:17]=[C:16]([S:20][CH2:23][C:24]2[NH:28][C:27]3[CH:29]=[CH:30][CH:31]=[CH:32][C:26]=3[N:25]=2)[C:15]=1[CH3:21]. The yield is 0.00340. (4) The yield is 0.920. The catalyst is CN(C)C=O. The reactants are [Cl:1][C:2]1[C:19]([C:20]2([C:23]#[N:24])[CH2:22][CH2:21]2)=[CH:18][CH:17]=[CH:16][C:3]=1[C:4]([NH:6][C:7]1[CH:12]=[C:11]([OH:13])[C:10]([F:14])=[CH:9][C:8]=1[F:15])=[O:5].Cl[C:26]1[CH:31]=[CH:30][C:29]([N+:32]([O-:34])=[O:33])=[CH:28][N:27]=1.C(=O)([O-])[O-].[K+].[K+].O. The product is [Cl:1][C:2]1[C:19]([C:20]2([C:23]#[N:24])[CH2:22][CH2:21]2)=[CH:18][CH:17]=[CH:16][C:3]=1[C:4]([NH:6][C:7]1[CH:12]=[C:11]([O:13][C:26]2[CH:31]=[CH:30][C:29]([N+:32]([O-:34])=[O:33])=[CH:28][N:27]=2)[C:10]([F:14])=[CH:9][C:8]=1[F:15])=[O:5]. (5) The reactants are [CH3:1][C:2]1[N:7]=[C:6]([CH2:8][OH:9])[CH:5]=[CH:4][CH:3]=1.C(=O)([O-])[O-].[K+].[K+].[Cl:16][C:17]1[CH:22]=[C:21]([N+:23]([O-:25])=[O:24])[CH:20]=[CH:19][C:18]=1F. The catalyst is CC#N. The product is [Cl:16][C:17]1[CH:22]=[C:21]([N+:23]([O-:25])=[O:24])[CH:20]=[CH:19][C:18]=1[O:9][CH2:8][C:6]1[CH:5]=[CH:4][CH:3]=[C:2]([CH3:1])[N:7]=1. The yield is 0.610.